From a dataset of NCI-60 drug combinations with 297,098 pairs across 59 cell lines. Regression. Given two drug SMILES strings and cell line genomic features, predict the synergy score measuring deviation from expected non-interaction effect. Drug 1: C1=NC(=NC(=O)N1C2C(C(C(O2)CO)O)O)N. Drug 2: CN(C(=O)NC(C=O)C(C(C(CO)O)O)O)N=O. Cell line: DU-145. Synergy scores: CSS=21.6, Synergy_ZIP=-3.69, Synergy_Bliss=8.00, Synergy_Loewe=-21.4, Synergy_HSA=4.20.